Dataset: Forward reaction prediction with 1.9M reactions from USPTO patents (1976-2016). Task: Predict the product of the given reaction. (1) Given the reactants O=[C:2]1[C:7]([C:8]([O:10][CH3:11])=[O:9])=[CH:6][CH:5]=[CH:4][O:3]1.[CH3:12][C:13]([CH3:17])([CH3:16])[CH2:14][NH2:15].Cl.C(N=C=NCCCN(C)C)C.Cl, predict the reaction product. The product is: [CH3:12][C:13]([CH3:17])([CH3:16])[CH2:14][N:15]1[CH:4]=[CH:5][CH:6]=[C:7]([C:8]([O:10][CH3:11])=[O:9])[C:2]1=[O:3]. (2) Given the reactants [CH:1]1[C:10]2[C:5](=[CH:6]C=C[CH:9]=2)[CH:4]=[CH:3][CH:2]=1.[C:11]([O-:14])([O-])=[O:12].[K+].[K+].[O-:17][Mn](=O)(=O)=O.[K+].S(O)(O)(=O)=O.[NH2:28][NH2:29].Cl, predict the reaction product. The product is: [C:6]1(=[O:17])[C:5]2[C:10](=[CH:1][CH:2]=[CH:3][CH:4]=2)[C:9]([C:11]([OH:14])=[O:12])=[N:29][NH:28]1.